From a dataset of Peptide-MHC class I binding affinity with 185,985 pairs from IEDB/IMGT. Regression. Given a peptide amino acid sequence and an MHC pseudo amino acid sequence, predict their binding affinity value. This is MHC class I binding data. (1) The peptide sequence is GQRVYSWVY. The MHC is HLA-B15:02 with pseudo-sequence HLA-B15:02. The binding affinity (normalized) is 0.563. (2) The peptide sequence is FTLLFQLCT. The MHC is HLA-A02:01 with pseudo-sequence HLA-A02:01. The binding affinity (normalized) is 0.548. (3) The peptide sequence is AVGFFPTGV. The MHC is HLA-B46:01 with pseudo-sequence HLA-B46:01. The binding affinity (normalized) is 0.0847. (4) The peptide sequence is LTTRYYLL. The MHC is H-2-Kb with pseudo-sequence H-2-Kb. The binding affinity (normalized) is 0.671. (5) The peptide sequence is GMRDVSFEL. The MHC is HLA-A02:01 with pseudo-sequence HLA-A02:01. The binding affinity (normalized) is 0.550. (6) The peptide sequence is GVNDTEAHA. The MHC is HLA-A02:19 with pseudo-sequence HLA-A02:19. The binding affinity (normalized) is 0.0847.